From a dataset of TCR-epitope binding with 47,182 pairs between 192 epitopes and 23,139 TCRs. Binary Classification. Given a T-cell receptor sequence (or CDR3 region) and an epitope sequence, predict whether binding occurs between them. The epitope is EIYKRWII. The TCR CDR3 sequence is CASSLYYLAPKTYEQYF. Result: 0 (the TCR does not bind to the epitope).